Dataset: Catalyst prediction with 721,799 reactions and 888 catalyst types from USPTO. Task: Predict which catalyst facilitates the given reaction. (1) Reactant: [CH2:1]([N:5]1[CH:9]=[CH:8][N:7]=[CH:6]1)[CH2:2][CH2:3][CH3:4].[ClH:10].[CH2:11]1[O:14][CH:12]1[CH3:13]. Product: [Cl-:10].[OH:14][CH:12]([CH3:13])[CH2:11][N+:7]1[CH:8]=[CH:9][N:5]([CH2:1][CH2:2][CH2:3][CH3:4])[CH:6]=1. The catalyst class is: 8. (2) Reactant: [NH2:1][C:2]1[N:7]=[C:6]([S:8]([CH3:10])=O)[C:5]([C:11]#[N:12])=[C:4]([N:13]2[CH:17]=[CH:16][CH:15]=[N:14]2)[N:3]=1.[CH2:18]1[CH2:28][CH2:27][N:26]2[C:21](=NCCC2)[CH2:20][CH2:19]1. Product: [NH2:1][C:2]1[N:3]=[C:4]([N:13]2[CH:17]=[CH:16][CH:15]=[N:14]2)[C:5]([C:11]#[N:12])=[C:6]([S:8][CH2:10][CH2:20][C:21]2[CH:19]=[CH:18][CH:28]=[CH:27][N:26]=2)[N:7]=1. The catalyst class is: 57. (3) Reactant: Br.[NH2:2][CH2:3][C:4]1[CH:5]=[C:6]([OH:11])[C:7]([OH:10])=[CH:8][CH:9]=1.C([O-])(O)=O.[Na+].[CH3:17][C:18]([O:21][C:22](O[C:22]([O:21][C:18]([CH3:20])([CH3:19])[CH3:17])=[O:23])=[O:23])([CH3:20])[CH3:19]. Product: [C:18]([O:21][C:22](=[O:23])[NH:2][CH2:3][C:4]1[CH:9]=[CH:8][C:7]([OH:10])=[C:6]([OH:11])[CH:5]=1)([CH3:20])([CH3:19])[CH3:17]. The catalyst class is: 144. (4) Reactant: Cl[C:2]1[CH:7]=[C:6]([NH2:8])[CH:5]=[C:4]([Cl:9])[N:3]=1.[O-:10][CH2:11][CH3:12].[Na+].O. Product: [Cl:9][C:4]1[CH:5]=[C:6]([NH2:8])[CH:7]=[C:2]([O:10][CH2:11][CH3:12])[N:3]=1. The catalyst class is: 8.